From a dataset of Reaction yield outcomes from USPTO patents with 853,638 reactions. Predict the reaction yield, written as a fraction of the theoretical maximum amount of product (1.0 means a 100% yield; for example, 0.34 means a 34% yield). (1) The reactants are [Br:1][C:2]1[CH:3]=[CH:4][C:5]([OH:11])=[C:6]([C:8](=[O:10])[CH3:9])[CH:7]=1.[CH3:12][O:13][C:14]1[CH:15]=[C:16]([CH:19]=[CH:20][CH:21]=1)[CH:17]=O. The catalyst is C(O)C.O. The product is [Br:1][C:2]1[CH:7]=[C:6]2[C:5](=[CH:4][CH:3]=1)[O:11][CH:17]([C:16]1[CH:19]=[CH:20][CH:21]=[C:14]([O:13][CH3:12])[CH:15]=1)[CH2:9][C:8]2=[O:10]. The yield is 0.180. (2) The reactants are [C:1]1([C:7]2[CH:12]=[C:11]([CH:13]3[CH2:18][CH2:17][N:16]([CH:19]4[CH2:24][O:23]C(C)(C)[O:21][CH2:20]4)[CH2:15][CH2:14]3)[CH:10]=[CH:9][C:8]=2[NH:27][C:28]([C:30]2[NH:31][CH:32]=[C:33]([C:35]#[N:36])[N:34]=2)=[O:29])[CH2:6][CH2:5][CH2:4][CH2:3][CH:2]=1.[C:37]([OH:43])([C:39]([F:42])([F:41])[F:40])=[O:38]. The catalyst is C1COCC1.O. The product is [F:40][C:39]([F:42])([F:41])[C:37]([OH:43])=[O:38].[C:1]1([C:7]2[CH:12]=[C:11]([CH:13]3[CH2:18][CH2:17][N:16]([CH:19]([CH2:20][OH:21])[CH2:24][OH:23])[CH2:15][CH2:14]3)[CH:10]=[CH:9][C:8]=2[NH:27][C:28]([C:30]2[NH:31][CH:32]=[C:33]([C:35]#[N:36])[N:34]=2)=[O:29])[CH2:6][CH2:5][CH2:4][CH2:3][CH:2]=1. The yield is 0.600. (3) The reactants are [C:1]([O:5][C:6]1[CH:13]=[CH:12][C:9]([CH:10]=[O:11])=[CH:8][C:7]=1[O:14][CH3:15])([CH3:4])([CH3:3])[CH3:2].[OH-].[K+].[O-:18][Mn](=O)(=O)=O.[K+]. The catalyst is O1CCOCC1. The product is [C:1]([O:5][C:6]1[CH:13]=[CH:12][C:9]([C:10]([OH:18])=[O:11])=[CH:8][C:7]=1[O:14][CH3:15])([CH3:4])([CH3:3])[CH3:2]. The yield is 0.490. (4) The reactants are [NH2:1][C:2]1[N:7]=[CH:6][N:5]=[C:4]2[N:8]([CH2:12][C:13]3[N:14]([C:25]4[CH:30]=[CH:29][CH:28]=[CH:27][C:26]=4[CH3:31])[C:15](=[O:24])[C:16]4[C:21]([CH:22]=3)=[CH:20][CH:19]=[CH:18][C:17]=4[CH3:23])[N:9]=[C:10](I)[C:3]=12.[CH3:32][C@@H:33]([OH:36])[C:34]#[CH:35].N(C(C)C)C(C)C. The catalyst is C1COCC1.Cl[Pd](Cl)([P](C1C=CC=CC=1)(C1C=CC=CC=1)C1C=CC=CC=1)[P](C1C=CC=CC=1)(C1C=CC=CC=1)C1C=CC=CC=1.[Cu]I. The product is [NH2:1][C:2]1[N:7]=[CH:6][N:5]=[C:4]2[N:8]([CH2:12][C:13]3[N:14]([C:25]4[CH:30]=[CH:29][CH:28]=[CH:27][C:26]=4[CH3:31])[C:15](=[O:24])[C:16]4[C:21]([CH:22]=3)=[CH:20][CH:19]=[CH:18][C:17]=4[CH3:23])[N:9]=[C:10]([C:35]#[C:34][C@H:33]([OH:36])[CH3:32])[C:3]=12. The yield is 0.700. (5) The reactants are Cl[C:2]1[CH:7]=[CH:6][N:5]=[C:4]2[CH:8]=[C:9]([C:11]([N:13]3[CH2:17][CH2:16][C@@H:15]([O:18][CH3:19])[CH2:14]3)=[O:12])[S:10][C:3]=12.[CH3:20][NH:21][C:22]([C:24]1[C:25]2[CH:35]=[CH:34][C:33]([OH:36])=[CH:32][C:26]=2[O:27][C:28]=1[CH:29]([CH3:31])[CH3:30])=[O:23].C([O-])([O-])=O.[Cs+].[Cs+]. No catalyst specified. The product is [CH3:20][NH:21][C:22]([C:24]1[C:25]2[CH:35]=[CH:34][C:33]([O:36][C:2]3[CH:7]=[CH:6][N:5]=[C:4]4[CH:8]=[C:9]([C:11]([N:13]5[CH2:17][CH2:16][CH:15]([O:18][CH3:19])[CH2:14]5)=[O:12])[S:10][C:3]=34)=[CH:32][C:26]=2[O:27][C:28]=1[CH:29]([CH3:31])[CH3:30])=[O:23]. The yield is 0.400. (6) The reactants are [Br:1][C:2]1[CH:11]=[C:10]2[C:5]([CH:6]=[CH:7][C:8]([C@H:12]([NH:14][C:15]([C@@H:17]3[CH2:22][CH2:21][CH2:20][N:19]([C:23](=[O:43])[C@@H:24]([NH:26][C:27](=[O:42])[C@@H:28]([NH:32][C:33](=[O:41])[C:34]([CH2:38][CH2:39]O)([CH3:37])[CH:35]=[CH2:36])[CH:29]([CH3:31])[CH3:30])[CH3:25])[NH:18]3)=[O:16])[CH3:13])=[N:9]2)=[CH:4][CH:3]=1.C1(C)C=CC(S(Cl)(=O)=O)=CC=1. The catalyst is CN(C)C1C=CN=CC=1.ClCCl. The product is [Br:1][C:2]1[CH:11]=[C:10]2[C:5]([CH:6]=[CH:7][C:8]([C@H:12]([NH:14][C:15]([C@@H:17]3[CH2:22][CH2:21][CH2:20][N:19]([C:23](=[O:43])[C@@H:24]([NH:26][C:27](=[O:42])[C@@H:28]([N:32]4[CH2:36][CH2:35][C:34]([CH3:37])([CH:38]=[CH2:39])[C:33]4=[O:41])[CH:29]([CH3:31])[CH3:30])[CH3:25])[NH:18]3)=[O:16])[CH3:13])=[N:9]2)=[CH:4][CH:3]=1. The yield is 0.420.